This data is from Full USPTO retrosynthesis dataset with 1.9M reactions from patents (1976-2016). The task is: Predict the reactants needed to synthesize the given product. (1) Given the product [Cl:1][C:2]1[CH:3]=[C:4]([C:15]2[CH2:16][CH2:17][C:18](=[O:20])[NH:23][N:24]=2)[CH:5]=[CH:6][C:7]=1[O:8][CH2:9][C:10]([O:12][CH2:13][CH3:14])=[O:11], predict the reactants needed to synthesize it. The reactants are: [Cl:1][C:2]1[CH:3]=[C:4]([C:15](=O)[CH2:16][CH2:17][C:18]([OH:20])=O)[CH:5]=[CH:6][C:7]=1[O:8][CH2:9][C:10]([O:12][CH2:13][CH3:14])=[O:11].O.[NH2:23][NH2:24].C(OCC)(=O)C. (2) Given the product [F:37][C:36]1[C:31]([C:29]2[S:28][C:27]3[C:22]([C:21]4[C:16]([CH2:15][NH:8][CH2:9][CH2:10][C:11]([F:12])([F:13])[F:14])=[CH:17][N:18]=[C:19]([F:47])[CH:20]=4)=[CH:23][CH:24]=[CH:25][C:26]=3[CH:30]=2)=[N:32][C:33]([NH:38][CH2:39][CH2:40][N:41]2[CH2:45][CH2:44][NH:43][C:42]2=[O:46])=[N:34][CH:35]=1, predict the reactants needed to synthesize it. The reactants are: Cl.C(OC(=O)[N:8]([CH2:15][C:16]1[CH:17]=[N:18][C:19]([F:47])=[CH:20][C:21]=1[C:22]1[C:27]2[S:28][C:29]([C:31]3[C:36]([F:37])=[CH:35][N:34]=[C:33]([NH:38][CH2:39][CH2:40][N:41]4[CH2:45][CH2:44][NH:43][C:42]4=[O:46])[N:32]=3)=[CH:30][C:26]=2[CH:25]=[CH:24][CH:23]=1)[CH2:9][CH2:10][C:11]([F:14])([F:13])[F:12])(C)(C)C. (3) Given the product [CH2:20]([O:19][C:15]1[CH:14]=[C:13]([CH:18]=[CH:17][CH:16]=1)[CH2:12][CH:2]([NH:1][C:36]([C:29]1[C:30]2[C:35](=[CH:34][CH:33]=[CH:32][CH:31]=2)[C:26]([F:25])=[CH:27][CH:28]=1)=[O:37])[CH:3]([C:5]1[CH:10]=[CH:9][CH:8]=[C:7]([Cl:11])[CH:6]=1)[OH:4])[C:21]([CH3:24])([CH3:23])[CH3:22], predict the reactants needed to synthesize it. The reactants are: [NH2:1][CH:2]([CH2:12][C:13]1[CH:18]=[CH:17][CH:16]=[C:15]([O:19][CH2:20][C:21]([CH3:24])([CH3:23])[CH3:22])[CH:14]=1)[CH:3]([C:5]1[CH:10]=[CH:9][CH:8]=[C:7]([Cl:11])[CH:6]=1)[OH:4].[F:25][C:26]1[C:35]2[C:30](=[CH:31][CH:32]=[CH:33][CH:34]=2)[C:29]([C:36](O)=[O:37])=[CH:28][CH:27]=1.O.ON1C2C=CC=CC=2N=N1.Cl.C(N=C=NCCCN(C)C)C. (4) Given the product [CH2:1]([O:3][C:4](=[O:14])[C:5]1[CH:10]=[CH:9][C:8]([Br:11])=[C:7]([CH2:12][NH:22][CH2:15][C:16]2[CH:21]=[CH:20][CH:19]=[CH:18][CH:17]=2)[CH:6]=1)[CH3:2], predict the reactants needed to synthesize it. The reactants are: [CH2:1]([O:3][C:4](=[O:14])[C:5]1[CH:10]=[CH:9][C:8]([Br:11])=[C:7]([CH:12]=O)[CH:6]=1)[CH3:2].[CH2:15]([NH2:22])[C:16]1[CH:21]=[CH:20][CH:19]=[CH:18][CH:17]=1.C([BH3-])#N.[Na+].C(O)(=O)C. (5) Given the product [CH:2]1([CH2:5][O:6][C:7]2[CH:12]=[C:11]([F:13])[C:10]([CH3:14])=[CH:9][C:8]=2[C:15]2[C:16]3[NH:23][C:22]([CH3:24])=[C:21]([C:25]([NH:27][C@@H:28]4[CH2:33][CH2:32][N:31]([C:39](=[O:38])[CH2:40][OH:41])[CH2:30][C@H:29]4[OH:34])=[O:26])[C:17]=3[N:18]=[CH:19][N:20]=2)[CH2:4][CH2:3]1, predict the reactants needed to synthesize it. The reactants are: Cl.[CH:2]1([CH2:5][O:6][C:7]2[CH:12]=[C:11]([F:13])[C:10]([CH3:14])=[CH:9][C:8]=2[C:15]2[C:16]3[NH:23][C:22]([CH3:24])=[C:21]([C:25]([NH:27][C@@H:28]4[CH2:33][CH2:32][NH:31][CH2:30][C@H:29]4[OH:34])=[O:26])[C:17]=3[N:18]=[CH:19][N:20]=2)[CH2:4][CH2:3]1.C([O:38][CH2:39][C:40](Cl)=[O:41])(=O)C.